From a dataset of Forward reaction prediction with 1.9M reactions from USPTO patents (1976-2016). Predict the product of the given reaction. (1) Given the reactants [CH3:1][C:2]([C:4]1[C:9]([OH:10])=[C:8]([O:11][CH3:12])[C:7]2[O:13][CH:14]=[CH:15][C:6]=2[C:5]=1[O:16][CH3:17])=[O:3].[C:18]1([CH2:24][CH2:25][CH2:26]Br)[CH:23]=[CH:22][CH:21]=[CH:20][CH:19]=1, predict the reaction product. The product is: [C:2]([C:4]1[C:9]([O:10][CH2:26][CH2:25][CH2:24][C:18]2[CH:23]=[CH:22][CH:21]=[CH:20][CH:19]=2)=[C:8]([O:11][CH3:12])[C:7]2[O:13][CH:14]=[CH:15][C:6]=2[C:5]=1[O:16][CH3:17])(=[O:3])[CH3:1]. (2) Given the reactants [CH:1]1[C:10]2[C:5](=[CH:6][CH:7]=[CH:8][CH:9]=2)[CH:4]=[CH:3][C:2]=1[CH:11]([CH2:16][C:17]([OH:19])=O)[CH2:12][C:13]([OH:15])=[O:14], predict the reaction product. The product is: [CH:1]1[C:10]2[C:5](=[CH:6][CH:7]=[CH:8][CH:9]=2)[CH:4]=[CH:3][C:2]=1[CH:11]1[CH2:16][C:17](=[O:19])[O:15][C:13](=[O:14])[CH2:12]1. (3) Given the reactants S(Cl)([Cl:3])=O.[Cl:5][C:6]1[CH:11]=[CH:10][C:9]([C:12]2[CH:13]=[CH:14][C:15]([C:18]#[C:19][C:20]3[CH:25]=[CH:24][C:23](/[CH:26]=[CH:27]/[CH2:28]O)=[CH:22][CH:21]=3)=[N:16][CH:17]=2)=[CH:8][CH:7]=1.C([O-])(O)=O.[Na+], predict the reaction product. The product is: [Cl:5][C:6]1[CH:11]=[CH:10][C:9]([C:12]2[CH:13]=[CH:14][C:15]([C:18]#[C:19][C:20]3[CH:25]=[CH:24][C:23](/[CH:26]=[CH:27]/[CH2:28][Cl:3])=[CH:22][CH:21]=3)=[N:16][CH:17]=2)=[CH:8][CH:7]=1. (4) Given the reactants I[C:2]1[CH:7]=[CH:6][C:5]([C:8]2[C:12]([NH:13][C:14](=[O:25])[O:15][CH:16]([C:18]3[CH:23]=[CH:22][CH:21]=[CH:20][C:19]=3[Cl:24])[CH3:17])=[CH:11][O:10][N:9]=2)=[CH:4][CH:3]=1.[CH3:26][C:27]([CH3:35])([CH:33]=[CH2:34])[CH2:28][C:29]([O:31]C)=[O:30], predict the reaction product. The product is: [Cl:24][C:19]1[CH:20]=[CH:21][CH:22]=[CH:23][C:18]=1[CH:16]([O:15][C:14]([NH:13][C:12]1[C:8]([C:5]2[CH:6]=[CH:7][C:2]([CH2:34][CH2:33][C:27]([CH3:35])([CH3:26])[CH2:28][C:29]([OH:31])=[O:30])=[CH:3][CH:4]=2)=[N:9][O:10][CH:11]=1)=[O:25])[CH3:17]. (5) Given the reactants [CH2:1]([O:5][C:6]1[CH:7]=[C:8]([CH:19]=[CH:20][CH:21]=1)[CH2:9][N:10]1[CH2:14][CH2:13][CH:12]([C:15]([NH:17][NH2:18])=[O:16])[CH2:11]1)[CH:2]([CH3:4])[CH3:3].CN1CCOCC1.[C:29]([O:32][CH2:33][C:34](Cl)=[O:35])(=[O:31])[CH3:30], predict the reaction product. The product is: [CH2:1]([O:5][C:6]1[CH:7]=[C:8]([CH:19]=[CH:20][CH:21]=1)[CH2:9][N:10]1[CH2:14][CH2:13][CH:12]([C:15]([N:17]([C:34](=[O:35])[CH2:33][O:32][C:29](=[O:31])[CH3:30])[NH2:18])=[O:16])[CH2:11]1)[CH:2]([CH3:4])[CH3:3].